From a dataset of Full USPTO retrosynthesis dataset with 1.9M reactions from patents (1976-2016). Predict the reactants needed to synthesize the given product. (1) Given the product [Cl:1][C:2]1[CH:24]=[C:23]([Cl:25])[C:22]([C:26]2[C:31]([F:32])=[CH:30][CH:29]=[CH:28][N:27]=2)=[CH:21][C:3]=1[C:4]([NH:6][C:7]1[N:11]([C:12]2[CH:17]=[CH:16][CH:15]=[CH:14][CH:13]=2)[N:10]=[C:9]([C:18]([NH:62][CH2:63][C:64]([OH:66])([CH3:67])[CH3:65])=[O:19])[CH:8]=1)=[O:5], predict the reactants needed to synthesize it. The reactants are: [Cl:1][C:2]1[CH:24]=[C:23]([Cl:25])[C:22]([C:26]2[C:31]([F:32])=[CH:30][CH:29]=[CH:28][N:27]=2)=[CH:21][C:3]=1[C:4]([NH:6][C:7]1[N:11]([C:12]2[CH:17]=[CH:16][CH:15]=[CH:14][CH:13]=2)[N:10]=[C:9]([C:18](O)=[O:19])[CH:8]=1)=[O:5].C(N(CC)C(C)C)(C)C.[B-](F)(F)(F)F.CN(C(ON1C(=O)C=CC=C1)=[N+](C)C)C.[NH2:62][CH2:63][C:64]([CH3:67])([OH:66])[CH3:65]. (2) Given the product [C:8]1([CH:14]([CH3:16])[CH3:15])[CH:13]=[CH:12][CH:11]=[CH:10][CH:9]=1.[CH3:26][C:25]([CH3:27])([C:19]1[CH:24]=[CH:23][CH:22]=[CH:21][CH:20]=1)[OH:7].[C:14]([C:8]1[CH:13]=[CH:12][CH:11]=[CH:10][CH:9]=1)(=[O:7])[CH3:16], predict the reactants needed to synthesize it. The reactants are: C1([OH:7])C=CC=CC=1.[C:8]1([CH:14]([CH3:16])[CH3:15])[CH:13]=[CH:12][CH:11]=[CH:10][CH:9]=1.[O-]O.[C:19]1([CH:25]([CH3:27])[CH3:26])[CH:24]=[CH:23][CH:22]=[CH:21][CH:20]=1. (3) The reactants are: [CH3:1][C:2]([O:5][C@H:6]([CH3:43])[C@@H:7]([C:40]([OH:42])=[O:41])[NH:8][C:9]([C:11]1[CH:16]=[CH:15][C:14]([C:17]2[CH:18]=[N:19][C:20]([O:23][CH3:24])=[CH:21][CH:22]=2)=[CH:13][C:12]=1[NH:25][C:26]([NH:28][C:29]1[C:34]([CH3:35])=[CH:33][C:32]([CH2:36][O:37][CH3:38])=[CH:31][C:30]=1[CH3:39])=[O:27])=[O:10])([CH3:4])[CH3:3].CC(C)([O-])C.[K+:49]. Given the product [CH3:4][C:2]([O:5][C@H:6]([CH3:43])[C@@H:7]([C:40]([O-:42])=[O:41])[NH:8][C:9]([C:11]1[CH:16]=[CH:15][C:14]([C:17]2[CH:18]=[N:19][C:20]([O:23][CH3:24])=[CH:21][CH:22]=2)=[CH:13][C:12]=1[NH:25][C:26]([NH:28][C:29]1[C:30]([CH3:39])=[CH:31][C:32]([CH2:36][O:37][CH3:38])=[CH:33][C:34]=1[CH3:35])=[O:27])=[O:10])([CH3:1])[CH3:3].[K+:49], predict the reactants needed to synthesize it. (4) Given the product [NH3:1].[CH2:14]([N:11]1[CH2:12][CH2:13][CH:8]([C:4]2[CH:5]=[CH:6][CH:7]=[C:2]([NH:1][S:21]([CH3:20])(=[O:23])=[O:22])[CH:3]=2)[CH2:9][CH2:10]1)[CH2:15][CH2:16][CH2:17][CH2:18][CH3:19], predict the reactants needed to synthesize it. The reactants are: [NH2:1][C:2]1[CH:3]=[C:4]([CH:8]2[CH2:13][CH2:12][N:11]([CH2:14][CH2:15][CH2:16][CH2:17][CH2:18][CH3:19])[CH2:10][CH2:9]2)[CH:5]=[CH:6][CH:7]=1.[CH3:20][S:21](Cl)(=[O:23])=[O:22]. (5) The reactants are: [NH2:1][CH:2]([C:10]1[C:15]([O:16][CH3:17])=[CH:14][CH:13]=[CH:12][C:11]=1[O:18][CH3:19])[CH2:3][CH2:4][CH2:5][C:6]([O:8]C)=O.[F:20][CH:21]([F:32])[O:22][C:23]1[C:30]([CH3:31])=[CH:29][C:26]([CH:27]=O)=[CH:25][N:24]=1. Given the product [F:32][CH:21]([F:20])[O:22][C:23]1[N:24]=[CH:25][C:26]([CH2:27][N:1]2[CH:2]([C:10]3[C:15]([O:16][CH3:17])=[CH:14][CH:13]=[CH:12][C:11]=3[O:18][CH3:19])[CH2:3][CH2:4][CH2:5][C:6]2=[O:8])=[CH:29][C:30]=1[CH3:31], predict the reactants needed to synthesize it. (6) Given the product [CH3:13][O:12][CH2:11][CH2:10][N:8]([C:4]1[N:5]=[CH:6][N:7]=[C:2]([NH:14][C:15]2[CH:16]=[CH:17][C:18]([C:19]([O:21][CH3:22])=[O:20])=[CH:23][CH:24]=2)[CH:3]=1)[CH3:9], predict the reactants needed to synthesize it. The reactants are: Cl[C:2]1[N:7]=[CH:6][N:5]=[C:4]([N:8]([CH2:10][CH2:11][O:12][CH3:13])[CH3:9])[CH:3]=1.[NH2:14][C:15]1[CH:24]=[CH:23][C:18]([C:19]([O:21][CH3:22])=[O:20])=[CH:17][CH:16]=1. (7) Given the product [F:1][C:2]([F:7])([F:6])[C:3]([OH:5])=[O:4].[F:8][C:9]([F:14])([F:13])[C:10]([OH:12])=[O:11].[Cl:52][C:36]1[CH:37]=[N:38][C:39]2[NH:40][C:41]3[CH:42]=[N:43][CH:44]=[C:45]([CH:50]=3)[CH2:46][CH2:47][C:48]3[CH:49]=[C:33]([NH:34][C:35]=1[N:51]=2)[CH:32]=[CH:31][C:30]=3[NH:29][C:27](=[O:28])[CH2:26][CH:24]1[CH2:23][N:22]([C:58]([C:55]2[N:56]=[CH:57][NH:53][N:54]=2)=[O:59])[CH2:25]1, predict the reactants needed to synthesize it. The reactants are: [F:1][C:2]([F:7])([F:6])[C:3]([OH:5])=[O:4].[F:8][C:9]([F:14])([F:13])[C:10]([OH:12])=[O:11].FC(F)(F)C(O)=O.[NH:22]1[CH2:25][CH:24]([CH2:26][C:27]([NH:29][C:30]2[CH:31]=[CH:32][C:33]3[NH:34][C:35]4[N:51]=[C:39]([NH:40][C:41]5[CH:42]=[N:43][CH:44]=[C:45]([CH:50]=5)[CH2:46][CH2:47][C:48]=2[CH:49]=3)[N:38]=[CH:37][C:36]=4[Cl:52])=[O:28])[CH2:23]1.[NH:53]1[CH:57]=[N:56][C:55]([C:58](O)=[O:59])=[N:54]1.